Dataset: TCR-epitope binding with 47,182 pairs between 192 epitopes and 23,139 TCRs. Task: Binary Classification. Given a T-cell receptor sequence (or CDR3 region) and an epitope sequence, predict whether binding occurs between them. (1) The epitope is KLSYGIATV. The TCR CDR3 sequence is CSVEKAGDLPIYGYTF. Result: 1 (the TCR binds to the epitope). (2) The epitope is SEVGPEHSLAEY. The TCR CDR3 sequence is CASSLGGQGNYGYTF. Result: 0 (the TCR does not bind to the epitope).